This data is from Catalyst prediction with 721,799 reactions and 888 catalyst types from USPTO. The task is: Predict which catalyst facilitates the given reaction. (1) Reactant: [N+:1]([C:4]1[C:14]2[CH2:13][NH:12][CH2:11][CH2:10][NH:9][C:8]=2[CH:7]=[CH:6][CH:5]=1)([O-:3])=[O:2].[C:15](OC(=O)C)(=[O:17])[CH3:16].O. Product: [N+:1]([C:4]1[C:14]2[CH2:13][N:12]([C:15](=[O:17])[CH3:16])[CH2:11][CH2:10][NH:9][C:8]=2[CH:7]=[CH:6][CH:5]=1)([O-:3])=[O:2]. The catalyst class is: 4. (2) Reactant: [OH-].[K+].[Br:3][C:4]1[CH:9]=[CH:8][C:7]([CH2:10][C:11]([CH2:13][C:14]2[CH:19]=[CH:18][C:17]([Br:20])=[CH:16][CH:15]=2)=[O:12])=[CH:6][CH:5]=1.[Br:21][C:22]1[CH:27]=[CH:26][C:25]([C:28]([C:30]([C:32]2[CH:37]=[CH:36][C:35]([Br:38])=[CH:34][CH:33]=2)=O)=O)=[CH:24][CH:23]=1.O. Product: [Br:3][C:4]1[CH:9]=[CH:8][C:7]([C:10]2[C:11](=[O:12])[C:13]([C:14]3[CH:15]=[CH:16][C:17]([Br:20])=[CH:18][CH:19]=3)=[C:28]([C:25]3[CH:26]=[CH:27][C:22]([Br:21])=[CH:23][CH:24]=3)[C:30]=2[C:32]2[CH:33]=[CH:34][C:35]([Br:38])=[CH:36][CH:37]=2)=[CH:6][CH:5]=1. The catalyst class is: 412.